The task is: Predict the product of the given reaction.. This data is from Forward reaction prediction with 1.9M reactions from USPTO patents (1976-2016). Given the reactants Cl[CH2:2][C:3]([C:5]1[N:6]([CH3:19])[CH:7]=[C:8]([C:10](=[O:18])[C:11]2[CH:16]=[CH:15][C:14]([Cl:17])=[CH:13][CH:12]=2)[CH:9]=1)=[O:4].[NH:20]1[CH2:25][CH2:24][CH2:23][CH2:22][CH2:21]1, predict the reaction product. The product is: [Cl:17][C:14]1[CH:15]=[CH:16][C:11]([C:10]([C:8]2[CH:9]=[C:5]([C:3](=[O:4])[CH2:2][N:20]3[CH2:25][CH2:24][CH2:23][CH2:22][CH2:21]3)[N:6]([CH3:19])[CH:7]=2)=[O:18])=[CH:12][CH:13]=1.